From a dataset of NCI-60 drug combinations with 297,098 pairs across 59 cell lines. Regression. Given two drug SMILES strings and cell line genomic features, predict the synergy score measuring deviation from expected non-interaction effect. (1) Drug 1: C1=C(C(=O)NC(=O)N1)F. Drug 2: CN1C(=O)N2C=NC(=C2N=N1)C(=O)N. Cell line: T-47D. Synergy scores: CSS=6.59, Synergy_ZIP=6.24, Synergy_Bliss=3.05, Synergy_Loewe=-14.5, Synergy_HSA=-6.50. (2) Drug 1: CNC(=O)C1=CC=CC=C1SC2=CC3=C(C=C2)C(=NN3)C=CC4=CC=CC=N4. Drug 2: CC1=C(C=C(C=C1)C(=O)NC2=CC(=CC(=C2)C(F)(F)F)N3C=C(N=C3)C)NC4=NC=CC(=N4)C5=CN=CC=C5. Cell line: NCI-H460. Synergy scores: CSS=9.21, Synergy_ZIP=5.00, Synergy_Bliss=6.00, Synergy_Loewe=8.33, Synergy_HSA=5.35. (3) Drug 1: CC1=C(C(CCC1)(C)C)C=CC(=CC=CC(=CC(=O)O)C)C. Drug 2: C1CC(C1)(C(=O)O)C(=O)O.[NH2-].[NH2-].[Pt+2]. Cell line: UO-31. Synergy scores: CSS=4.07, Synergy_ZIP=-0.350, Synergy_Bliss=1.43, Synergy_Loewe=0.516, Synergy_HSA=0.389. (4) Drug 2: CC1=C(C=C(C=C1)NC(=O)C2=CC=C(C=C2)CN3CCN(CC3)C)NC4=NC=CC(=N4)C5=CN=CC=C5. Synergy scores: CSS=1.94, Synergy_ZIP=-2.81, Synergy_Bliss=-0.647, Synergy_Loewe=-7.37, Synergy_HSA=-0.518. Drug 1: CC1OCC2C(O1)C(C(C(O2)OC3C4COC(=O)C4C(C5=CC6=C(C=C35)OCO6)C7=CC(=C(C(=C7)OC)O)OC)O)O. Cell line: SNB-75.